Dataset: TCR-epitope binding with 47,182 pairs between 192 epitopes and 23,139 TCRs. Task: Binary Classification. Given a T-cell receptor sequence (or CDR3 region) and an epitope sequence, predict whether binding occurs between them. (1) The epitope is NLDSKVGGNY. The TCR CDR3 sequence is CASSGQAGNTEAFF. Result: 0 (the TCR does not bind to the epitope). (2) The epitope is LLQTGIHVRVSQPSL. Result: 1 (the TCR binds to the epitope). The TCR CDR3 sequence is CASSQLSSVNNEQFF. (3) The epitope is CTELKLSDY. The TCR CDR3 sequence is CAAGSSGNQPQHF. Result: 0 (the TCR does not bind to the epitope).